From a dataset of Reaction yield outcomes from USPTO patents with 853,638 reactions. Predict the reaction yield, written as a fraction of the theoretical maximum amount of product (1.0 means a 100% yield; for example, 0.34 means a 34% yield). (1) The reactants are [Cl:1][C:2]1[C:10]2[CH:9]=[C:8]([C:11](=[O:27])[CH2:12][C:13]([C:19]3[CH:24]=[C:23]([Cl:25])[CH:22]=[C:21]([Cl:26])[CH:20]=3)(O)[C:14]([F:17])([F:16])[F:15])[S:7][C:6]=2[CH:5]=[CH:4][CH:3]=1.O=S(Cl)Cl.N1C=CC=CC=1. The catalyst is C(Cl)Cl.[NH4+].[Cl-]. The product is [Cl:1][C:2]1[C:10]2[CH:9]=[C:8]([C:11](=[O:27])[CH:12]=[C:13]([C:19]3[CH:24]=[C:23]([Cl:25])[CH:22]=[C:21]([Cl:26])[CH:20]=3)[C:14]([F:15])([F:16])[F:17])[S:7][C:6]=2[CH:5]=[CH:4][CH:3]=1. The yield is 1.00. (2) The reactants are [CH:1]([N:4]1[C:8]([C:9]2[N:18]=[C:17]3[N:11]([CH2:12][CH2:13][O:14][C:15]4[CH:22]=[C:21](O)[N:20]=[CH:19][C:16]=43)[CH:10]=2)=[N:7][CH:6]=[N:5]1)([CH3:3])[CH3:2].[CH2:24]1[C@@H:28]([C:29]([NH2:31])=[O:30])[NH:27][CH2:26][C@H:25]1[F:32].Cl.CCN(C(C)C)C(C)C. No catalyst specified. The product is [F:32][C@@H:25]1[CH2:26][N:27]([C:21]2[N:20]=[CH:19][C:16]3[C:17]4[N:11]([CH:10]=[C:9]([C:8]5[N:4]([CH:1]([CH3:2])[CH3:3])[N:5]=[CH:6][N:7]=5)[N:18]=4)[CH2:12][CH2:13][O:14][C:15]=3[CH:22]=2)[C@H:28]([C:29]([NH2:31])=[O:30])[CH2:24]1. The yield is 0.220. (3) The reactants are [CH3:1][C:2]1[CH:7]=[C:6]([S:8](=[O:11])(=[O:10])[NH2:9])[CH:5]=[CH:4][C:3]=1[NH:12][C:13]([C:15]1[CH:20]=[C:19](Cl)[N:18]=[CH:17][N:16]=1)=[O:14].[CH2:22]([NH:25][CH2:26][CH2:27][CH3:28])[CH2:23][CH3:24]. No catalyst specified. The product is [NH2:9][S:8]([C:6]1[CH:5]=[CH:4][C:3]([NH:12][C:13]([C:15]2[CH:20]=[C:19]([N:25]([CH2:26][CH2:27][CH3:28])[CH2:22][CH2:23][CH3:24])[N:18]=[CH:17][N:16]=2)=[O:14])=[C:2]([CH3:1])[CH:7]=1)(=[O:11])=[O:10]. The yield is 0.870. (4) The reactants are Cl[C:2]1[CH:7]=[C:6]([C:8]([F:11])([F:10])[F:9])[N:5]=[C:4]([C:12]2[CH:13]=[N:14][CH:15]=[CH:16][CH:17]=2)[N:3]=1.[Br:18][C:19]1[C:20]([C:25]2[CH:26]=[C:27]([CH:29]=[CH:30][CH:31]=2)[NH2:28])=[N:21][N:22]([CH3:24])[CH:23]=1.Cl. The catalyst is O.C(O)C. The product is [Br:18][C:19]1[C:20]([C:25]2[CH:26]=[C:27]([CH:29]=[CH:30][CH:31]=2)[NH:28][C:2]2[CH:7]=[C:6]([C:8]([F:11])([F:10])[F:9])[N:5]=[C:4]([C:12]3[CH:13]=[N:14][CH:15]=[CH:16][CH:17]=3)[N:3]=2)=[N:21][N:22]([CH3:24])[CH:23]=1. The yield is 0.640.